This data is from Full USPTO retrosynthesis dataset with 1.9M reactions from patents (1976-2016). The task is: Predict the reactants needed to synthesize the given product. (1) Given the product [NH2:1][C:2]1[CH:10]=[CH:9][C:5]([C:6]([NH:35][CH:32]2[CH2:33][CH2:34][N:29]([CH3:28])[CH2:30][CH2:31]2)=[O:8])=[CH:4][C:3]=1[O:11][C:12]([F:15])([F:14])[F:13], predict the reactants needed to synthesize it. The reactants are: [NH2:1][C:2]1[CH:10]=[CH:9][C:5]([C:6]([OH:8])=O)=[CH:4][C:3]=1[O:11][C:12]([F:15])([F:14])[F:13].ClCCl.CCN(C(C)C)C(C)C.[CH3:28][N:29]1[CH2:34][CH2:33][CH:32]([NH2:35])[CH2:31][CH2:30]1. (2) Given the product [Br:1][C:2]1[CH:7]=[C:6]([CH:5]=[C:4]([CH2:19][Cl:23])[CH:3]=1)[O:8][C:9]1[CH:14]=[CH:13][C:12]([C:15]([F:18])([F:17])[F:16])=[CH:11][N:10]=1, predict the reactants needed to synthesize it. The reactants are: [Br:1][C:2]1[CH:3]=[C:4]([CH2:19]O)[CH:5]=[C:6]([O:8][C:9]2[CH:14]=[CH:13][C:12]([C:15]([F:18])([F:17])[F:16])=[CH:11][N:10]=2)[CH:7]=1.S(Cl)([Cl:23])=O.O. (3) Given the product [C:19]1([NH:18][C:2]2[CH:11]=[C:10]3[C:5]([CH:6]=[C:7]([NH:12][C:13]([CH:15]4[CH2:17][CH2:16]4)=[O:14])[N:8]=[CH:9]3)=[CH:4][CH:3]=2)[CH:24]=[CH:23][CH:22]=[CH:21][CH:20]=1, predict the reactants needed to synthesize it. The reactants are: Br[C:2]1[CH:11]=[C:10]2[C:5]([CH:6]=[C:7]([NH:12][C:13]([CH:15]3[CH2:17][CH2:16]3)=[O:14])[N:8]=[CH:9]2)=[CH:4][CH:3]=1.[NH2:18][C:19]1[CH:24]=[CH:23][CH:22]=[CH:21][CH:20]=1.CC(C1C=C(C(C)C)C(C2C=CC=CC=2P(C2CCCCC2)C2CCCCC2)=C(C(C)C)C=1)C.C(=O)([O-])[O-].[Cs+].[Cs+]. (4) Given the product [CH3:7][O:8][CH2:9][N:10]1[CH:14]=[C:13]([C:15]2[CH:16]=[CH:17][CH:18]=[CH:19][CH:20]=2)[CH:12]=[C:11]1[CH2:21][OH:22], predict the reactants needed to synthesize it. The reactants are: [H-].[Al+3].[Li+].[H-].[H-].[H-].[CH3:7][O:8][CH2:9][N:10]1[CH:14]=[C:13]([C:15]2[CH:20]=[CH:19][CH:18]=[CH:17][CH:16]=2)[CH:12]=[C:11]1[C:21](OC)=[O:22]. (5) The reactants are: [H-].[H-].[H-].[H-].[Li+].[Al+3].[CH2:7]([O:14][C:15]1[CH:16]=[C:17]([CH:21]=[CH:22][C:23]=1[CH3:24])[C:18]([O-])=[O:19])[C:8]1[CH:13]=[CH:12][CH:11]=[CH:10][CH:9]=1.[O-]S([O-])(=O)=O.[Na+].[Na+]. Given the product [CH2:7]([O:14][C:15]1[CH:16]=[C:17]([CH2:18][OH:19])[CH:21]=[CH:22][C:23]=1[CH3:24])[C:8]1[CH:13]=[CH:12][CH:11]=[CH:10][CH:9]=1, predict the reactants needed to synthesize it. (6) Given the product [F:1][C:2]1[C:7]([CH:21]([C:17]2[S:16][CH:20]=[CH:19][CH:18]=2)[OH:22])=[CH:6][CH:5]=[CH:4][N:3]=1, predict the reactants needed to synthesize it. The reactants are: [F:1][C:2]1[CH:7]=[CH:6][CH:5]=[CH:4][N:3]=1.[Li+].CC([N-]C(C)C)C.[S:16]1[CH:20]=[CH:19][CH:18]=[C:17]1[CH:21]=[O:22]. (7) Given the product [CH3:1][C:2]1[C:31]([CH3:32])=[CH:30][CH:29]=[CH:28][C:3]=1[O:4][CH2:5][CH2:6][CH2:7][C:8]([N:10]1[C:19]2[C:14](=[C:15]([C:52]3[CH:57]=[CH:56][N:55]=[C:54]([N:58]4[CH2:59][CH2:60][NH:61][CH2:62][CH2:63]4)[CH:53]=3)[CH:16]=[CH:17][CH:18]=2)[CH2:13][CH2:12][CH2:11]1)=[O:9], predict the reactants needed to synthesize it. The reactants are: [CH3:1][C:2]1[C:31]([CH3:32])=[CH:30][CH:29]=[CH:28][C:3]=1[O:4][CH2:5][CH2:6][CH2:7][C:8]([N:10]1[C:19]2[C:14](=[C:15](C3C=CC(CO)=CC=3)[CH:16]=[CH:17][CH:18]=2)[CH2:13][CH2:12][CH2:11]1)=[O:9].OCC1C=CC(B(O)O)=CC=1.CC1(C)C(C)(C)OB([C:52]2[CH:57]=[CH:56][N:55]=[C:54]([N:58]3[CH2:63][CH2:62][NH:61][CH2:60][CH2:59]3)[CH:53]=2)O1.